This data is from Forward reaction prediction with 1.9M reactions from USPTO patents (1976-2016). The task is: Predict the product of the given reaction. (1) Given the reactants [Br:1][C:2]1[CH:7]=[CH:6][C:5]([F:8])=[CH:4][N:3]=1.[Li+].CC([N-]C(C)C)C.[CH2:17]([O:19][CH:20]([O:26][CH2:27][CH3:28])[C:21](OCC)=[O:22])[CH3:18].CCOC(C)=O, predict the reaction product. The product is: [Br:1][C:2]1[CH:7]=[C:6]([C:21](=[O:22])[CH:20]([O:26][CH2:27][CH3:28])[O:19][CH2:17][CH3:18])[C:5]([F:8])=[CH:4][N:3]=1. (2) Given the reactants [Br:1][C:2]1[C:3]([C:14]([O:16][CH3:17])=[O:15])=[CH:4][C:5]2[O:10][C@@H:9]([CH2:11][OH:12])[CH2:8][O:7][C:6]=2[CH:13]=1.[H-].[Na+].[CH2:20](Br)[C:21]1[CH:26]=[CH:25][CH:24]=[CH:23][CH:22]=1, predict the reaction product. The product is: [CH2:20]([O:12][CH2:11][C@H:9]1[CH2:8][O:7][C:6]2[CH:13]=[C:2]([Br:1])[C:3]([C:14]([O:16][CH3:17])=[O:15])=[CH:4][C:5]=2[O:10]1)[C:21]1[CH:26]=[CH:25][CH:24]=[CH:23][CH:22]=1. (3) Given the reactants [F:1][C:2]1[CH:17]=[C:16]([N+:18]([O-:20])=[O:19])[CH:15]=[CH:14][C:3]=1[O:4][C:5]1[CH:10]=[CH:9][N:8]=[C:7]([NH2:11])[C:6]=1[CH:12]=[CH2:13].[CH3:21][C:22]([O:25][C:26](O[C:26]([O:25][C:22]([CH3:24])([CH3:23])[CH3:21])=[O:27])=[O:27])([CH3:24])[CH3:23], predict the reaction product. The product is: [F:1][C:2]1[CH:17]=[C:16]([N+:18]([O-:20])=[O:19])[CH:15]=[CH:14][C:3]=1[O:4][C:5]1[CH:10]=[CH:9][N:8]=[C:7]([NH:11][C:26](=[O:27])[O:25][C:22]([CH3:24])([CH3:23])[CH3:21])[C:6]=1[CH:12]=[CH2:13]. (4) Given the reactants O1C2C=CC(C3(O)C4C(=CC=CC=4)N(CC4C=CC(Cl)=CC=4)C3=O)=CC=2OC1.[O:29]1[C:33]2[CH:34]=[CH:35][C:36]([C:38]3(O)[C:46]4[C:41](=[C:42]([CH3:48])[CH:43]=[C:44]([CH3:47])[CH:45]=4)[N:40]([CH2:49][CH2:50][CH2:51][CH2:52][CH3:53])[C:39]3=[O:54])=[CH:37][C:32]=2[O:31][CH2:30]1, predict the reaction product. The product is: [O:29]1[C:33]2[CH:34]=[CH:35][C:36]([CH:38]3[C:46]4[C:41](=[C:42]([CH3:48])[CH:43]=[C:44]([CH3:47])[CH:45]=4)[N:40]([CH2:49][CH2:50][CH2:51][CH2:52][CH3:53])[C:39]3=[O:54])=[CH:37][C:32]=2[O:31][CH2:30]1. (5) Given the reactants [C:1]1([CH2:7][CH:8]([OH:10])[CH3:9])[CH:6]=[CH:5][CH:4]=[CH:3][CH:2]=1.CC(OI1(OC(C)=O)(OC(C)=O)OC(=O)C2C=CC=CC1=2)=O.C([O-])(O)=O.[Na+], predict the reaction product. The product is: [C:1]1([CH2:7][C:8](=[O:10])[CH3:9])[CH:6]=[CH:5][CH:4]=[CH:3][CH:2]=1. (6) Given the reactants [CH3:1][O:2][C:3]([C:5]1[CH:13]=[C:12]2[C:8]([C:9]([CH3:14])=[N:10][NH:11]2)=[CH:7][CH:6]=1)=[O:4].[CH:15](Br)([CH3:17])[CH3:16], predict the reaction product. The product is: [CH3:1][O:2][C:3]([C:5]1[CH:13]=[C:12]2[C:8]([C:9]([CH3:14])=[N:10][N:11]2[CH:15]([CH3:17])[CH3:16])=[CH:7][CH:6]=1)=[O:4]. (7) Given the reactants [C:1]([O:5][C:6]([N:8]([C:42]1[CH:47]=[CH:46][C:45]([O:48][CH2:49][CH2:50][O:51][CH3:52])=[CH:44][CH:43]=1)[C:9]1[N:14]2[N:15]=[CH:16][CH:17]=[C:13]2[N:12]=[C:11]([NH:18][C@H:19]2[CH2:24][CH2:23][CH2:22][N:21]([C:25]([O:27][C:28]([CH3:31])([CH3:30])[CH3:29])=[O:26])[CH2:20]2)[C:10]=1[CH2:32][CH2:33][O:34][Si](C(C)(C)C)(C)C)=[O:7])([CH3:4])([CH3:3])[CH3:2].[F-].C([N+](CCCC)(CCCC)CCCC)CCC.[Cl-].[NH4+], predict the reaction product. The product is: [C:1]([O:5][C:6]([N:8]([C:42]1[CH:43]=[CH:44][C:45]([O:48][CH2:49][CH2:50][O:51][CH3:52])=[CH:46][CH:47]=1)[C:9]1[N:14]2[N:15]=[CH:16][CH:17]=[C:13]2[N:12]=[C:11]([NH:18][C@H:19]2[CH2:24][CH2:23][CH2:22][N:21]([C:25]([O:27][C:28]([CH3:29])([CH3:30])[CH3:31])=[O:26])[CH2:20]2)[C:10]=1[CH2:32][CH2:33][OH:34])=[O:7])([CH3:4])([CH3:2])[CH3:3]. (8) Given the reactants Cl[C:2]1[CH:7]=CC=C(F)[C:3]=1[C:9]1[C:13](C#N)=[C:12](/C(/C(=O)C(F)(F)F)=C/N(C)C)[O:11][N:10]=1.ClC1C=C([NH:34][NH2:35])C=CC=1.CCN(C(C)C)C(C)C, predict the reaction product. The product is: [NH:34]1[CH:7]=[CH:2][C:3]([C:9]2[CH:13]=[CH:12][O:11][N:10]=2)=[N:35]1. (9) Given the reactants [C:1]([C:5]1[CH:9]=[C:8]([NH:10][C:11]([NH:13][C:14]2[CH:19]=[CH:18][C:17]([F:20])=[CH:16][CH:15]=2)=[O:12])[N:7]([C:21]2[CH:22]=[C:23]([CH:29]=[CH:30][CH:31]=2)[C:24](OCC)=O)[N:6]=1)([CH3:4])([CH3:3])[CH3:2].S(Cl)([Cl:34])=O.O, predict the reaction product. The product is: [C:1]([C:5]1[CH:9]=[C:8]([NH:10][C:11]([NH:13][C:14]2[CH:19]=[CH:18][C:17]([F:20])=[CH:16][CH:15]=2)=[O:12])[N:7]([C:21]2[CH:31]=[CH:30][CH:29]=[C:23]([CH2:24][Cl:34])[CH:22]=2)[N:6]=1)([CH3:4])([CH3:3])[CH3:2].